From a dataset of NCI-60 drug combinations with 297,098 pairs across 59 cell lines. Regression. Given two drug SMILES strings and cell line genomic features, predict the synergy score measuring deviation from expected non-interaction effect. (1) Drug 1: CNC(=O)C1=NC=CC(=C1)OC2=CC=C(C=C2)NC(=O)NC3=CC(=C(C=C3)Cl)C(F)(F)F. Drug 2: CC(C)CN1C=NC2=C1C3=CC=CC=C3N=C2N. Cell line: A549. Synergy scores: CSS=-1.10, Synergy_ZIP=0.636, Synergy_Bliss=0.0749, Synergy_Loewe=0.229, Synergy_HSA=-1.29. (2) Drug 1: CCC1(CC2CC(C3=C(CCN(C2)C1)C4=CC=CC=C4N3)(C5=C(C=C6C(=C5)C78CCN9C7C(C=CC9)(C(C(C8N6C=O)(C(=O)OC)O)OC(=O)C)CC)OC)C(=O)OC)O.OS(=O)(=O)O. Drug 2: C1CNP(=O)(OC1)N(CCCl)CCCl. Synergy scores: CSS=-27.9, Synergy_ZIP=17.7, Synergy_Bliss=-0.740, Synergy_Loewe=-34.7, Synergy_HSA=-34.7. Cell line: HL-60(TB). (3) Drug 1: C1=NC(=NC(=O)N1C2C(C(C(O2)CO)O)O)N. Drug 2: CC1C(C(CC(O1)OC2CC(OC(C2O)C)OC3=CC4=CC5=C(C(=O)C(C(C5)C(C(=O)C(C(C)O)O)OC)OC6CC(C(C(O6)C)O)OC7CC(C(C(O7)C)O)OC8CC(C(C(O8)C)O)(C)O)C(=C4C(=C3C)O)O)O)O. Cell line: NCI-H522. Synergy scores: CSS=35.9, Synergy_ZIP=-5.04, Synergy_Bliss=-1.81, Synergy_Loewe=-1.93, Synergy_HSA=-1.09. (4) Drug 1: CN1CCC(CC1)COC2=C(C=C3C(=C2)N=CN=C3NC4=C(C=C(C=C4)Br)F)OC. Drug 2: CCC1=C2CN3C(=CC4=C(C3=O)COC(=O)C4(CC)O)C2=NC5=C1C=C(C=C5)O. Cell line: LOX IMVI. Synergy scores: CSS=47.5, Synergy_ZIP=3.00, Synergy_Bliss=2.26, Synergy_Loewe=2.79, Synergy_HSA=4.26.